Task: Predict the reactants needed to synthesize the given product.. Dataset: Full USPTO retrosynthesis dataset with 1.9M reactions from patents (1976-2016) (1) Given the product [Cl:1][C:2]1[C:7]([O:8][C:9]2[CH:14]=[CH:13][N:12]=[C:11]([NH:22][C:21]3[CH:23]=[C:24]([O:28][CH3:29])[C:25]([O:26][CH3:27])=[C:19]([O:18][CH3:17])[CH:20]=3)[CH:10]=2)=[CH:6][CH:5]=[C:4]([CH3:16])[N:3]=1, predict the reactants needed to synthesize it. The reactants are: [Cl:1][C:2]1[C:7]([O:8][C:9]2[CH:14]=[CH:13][N:12]=[C:11](Cl)[CH:10]=2)=[CH:6][CH:5]=[C:4]([CH3:16])[N:3]=1.[CH3:17][O:18][C:19]1[CH:20]=[C:21]([CH:23]=[C:24]([O:28][CH3:29])[C:25]=1[O:26][CH3:27])[NH2:22].CC1(C)C2C(=C(P(C3C=CC=CC=3)C3C=CC=CC=3)C=CC=2)OC2C(P(C3C=CC=CC=3)C3C=CC=CC=3)=CC=CC1=2.C([O-])([O-])=O.[Cs+].[Cs+]. (2) Given the product [Cl:1][C:2]1[CH:3]=[CH:4][C:5]([O:25][CH2:35][C:34]2[CH:37]=[CH:38][CH:39]=[CH:40][C:33]=2[Cl:32])=[C:6]([CH2:8][N:9]2[CH:13]=[CH:12][C:11]([C:14]([NH:16][C:17]3[C:18]([F:24])=[CH:19][CH:20]=[CH:21][C:22]=3[F:23])=[O:15])=[N:10]2)[CH:7]=1, predict the reactants needed to synthesize it. The reactants are: [Cl:1][C:2]1[CH:3]=[CH:4][C:5]([OH:25])=[C:6]([CH2:8][N:9]2[CH:13]=[CH:12][C:11]([C:14]([NH:16][C:17]3[C:22]([F:23])=[CH:21][CH:20]=[CH:19][C:18]=3[F:24])=[O:15])=[N:10]2)[CH:7]=1.C(=O)([O-])[O-].[K+].[K+].[Cl:32][C:33]1[CH:40]=[CH:39][CH:38]=[CH:37][C:34]=1[CH2:35]Br. (3) The reactants are: [OH:1][C@@:2]1([C:9]#[C:10][C:11]2[CH:12]=[C:13]([N:17]3[C:25]4[CH2:24][CH2:23][N:22]([C:26]5[S:27][CH:28]=[CH:29][N:30]=5)[CH2:21][C:20]=4[C:19]([C:31]([O:33]CC)=O)=[N:18]3)[CH:14]=[CH:15][CH:16]=2)[CH2:6][CH2:5][N:4]([CH3:7])[C:3]1=[O:8].[NH3:36]. Given the product [OH:1][C@@:2]1([C:9]#[C:10][C:11]2[CH:12]=[C:13]([N:17]3[C:25]4[CH2:24][CH2:23][N:22]([C:26]5[S:27][CH:28]=[CH:29][N:30]=5)[CH2:21][C:20]=4[C:19]([C:31]([NH2:36])=[O:33])=[N:18]3)[CH:14]=[CH:15][CH:16]=2)[CH2:6][CH2:5][N:4]([CH3:7])[C:3]1=[O:8], predict the reactants needed to synthesize it. (4) Given the product [C:1]([C:5]1[CH:6]=[C:7]([NH:13][C:14]([NH:16][C@@H:17]2[C:26]3[C:21](=[CH:22][CH:23]=[CH:24][CH:25]=3)[C@H:20]([O:27][C:28]3[CH:29]=[CH:30][C:31]4[N:32]([C:34]([N:37]5[C@H:42]([CH3:43])[CH2:41][CH2:40][CH2:39][C@@H:38]5[CH3:44])=[N:35][N:36]=4)[CH:33]=3)[CH2:19][CH2:18]2)=[O:15])[N:8]([CH2:10][CH2:11][O:12][S:55]([CH3:54])(=[O:57])=[O:56])[N:9]=1)([CH3:4])([CH3:2])[CH3:3], predict the reactants needed to synthesize it. The reactants are: [C:1]([C:5]1[CH:6]=[C:7]([NH:13][C:14]([NH:16][C@@H:17]2[C:26]3[C:21](=[CH:22][CH:23]=[CH:24][CH:25]=3)[C@H:20]([O:27][C:28]3[CH:29]=[CH:30][C:31]4[N:32]([C:34]([N:37]5[C@H:42]([CH3:43])[CH2:41][CH2:40][CH2:39][C@@H:38]5[CH3:44])=[N:35][N:36]=4)[CH:33]=3)[CH2:19][CH2:18]2)=[O:15])[N:8]([CH2:10][CH2:11][OH:12])[N:9]=1)([CH3:4])([CH3:3])[CH3:2].CCN(C(C)C)C(C)C.[CH3:54][S:55](Cl)(=[O:57])=[O:56]. (5) The reactants are: [Br:1][C:2]1[CH:10]=[C:9]2[C:5]([CH:6]=[N:7][N:8]2[S:11]([C:14]2[CH:19]=[CH:18][C:17]([CH3:20])=[CH:16][CH:15]=2)(=[O:13])=[O:12])=[C:4]([C:21]2[NH:25][N:24]=NN=2)[CH:3]=1.[Cl:26][CH2:27][C:28](Cl)=[O:29]. Given the product [Br:1][C:2]1[CH:10]=[C:9]2[C:5]([CH:6]=[N:7][N:8]2[S:11]([C:14]2[CH:15]=[CH:16][C:17]([CH3:20])=[CH:18][CH:19]=2)(=[O:12])=[O:13])=[C:4]([C:21]2[O:29][C:28]([CH2:27][Cl:26])=[N:24][N:25]=2)[CH:3]=1, predict the reactants needed to synthesize it. (6) Given the product [Cl:22][C:18]1[CH:17]=[C:16]([NH:15][C:11]2[N:10]=[C:9]([C:7]3[CH:6]=[CH:5][N:4]=[C:3]([CH2:2][NH:1][C:29]([NH:28][CH2:27][CH:26]([CH3:31])[CH2:25][CH3:24])=[S:30])[CH:8]=3)[CH:14]=[CH:13][N:12]=2)[CH:21]=[CH:20][CH:19]=1, predict the reactants needed to synthesize it. The reactants are: [NH2:1][CH2:2][C:3]1[CH:8]=[C:7]([C:9]2[CH:14]=[CH:13][N:12]=[C:11]([NH:15][C:16]3[CH:21]=[CH:20][CH:19]=[C:18]([Cl:22])[CH:17]=3)[N:10]=2)[CH:6]=[CH:5][N:4]=1.C[CH2:24][CH2:25][CH2:26][CH2:27][N:28]=[C:29]=[S:30].[CH2:31](N(CC)CC)C. (7) Given the product [Cl:17][C:18]1[N:23]=[C:22]([NH:14][C:9]2[CH:10]=[CH:11][CH:12]=[CH:13][C:8]=2[C:5]2[NH:6][CH:7]=[C:3]([C:2]([F:1])([F:15])[F:16])[N:4]=2)[C:21]([Cl:25])=[CH:20][N:19]=1, predict the reactants needed to synthesize it. The reactants are: [F:1][C:2]([F:16])([F:15])[C:3]1[N:4]=[C:5]([C:8]2[CH:13]=[CH:12][CH:11]=[CH:10][C:9]=2[NH2:14])[NH:6][CH:7]=1.[Cl:17][C:18]1[N:23]=[C:22](Cl)[C:21]([Cl:25])=[CH:20][N:19]=1.[Cl-].[NH4+].